From a dataset of Experimentally validated miRNA-target interactions with 360,000+ pairs, plus equal number of negative samples. Binary Classification. Given a miRNA mature sequence and a target amino acid sequence, predict their likelihood of interaction. The miRNA is hsa-miR-6721-5p with sequence UGGGCAGGGGCUUAUUGUAGGAG. The protein sequence of the target gene is MEWRNHSGRVSEFVLLGFPAPAPLQVLLFALLLLAYVLVLTENTLIIMAIRNHSTLHKPMYFFLANMSFLEIWYVTVTIPKMLAGFVGSKQDHGQLISFEGCMTQLYFFLGLGCTECVLLAVMAYDRYMAICYPLHYPVIVSGRLCVQMAAGSWAGGFGISMVKVFLISGLSYCGPNIINHFFCDVSPLLNLSCTDMSTAELTDFILAIFILLGPLSVTGASYVAITGAVMHIPSAAGRYKAFSTCASHLTVVIIFYAASIFIYARPKALSAFDTNKLVSVLYAVIVPLLNPIIYCLRNQ.... Result: 0 (no interaction).